The task is: Predict the reaction yield, written as a fraction of the theoretical maximum amount of product (1.0 means a 100% yield; for example, 0.34 means a 34% yield).. This data is from Reaction yield outcomes from USPTO patents with 853,638 reactions. (1) The reactants are [CH2:1]([C:8]1[O:12][C:11]([C:13]2[CH:18]=[C:17]([F:19])[CH:16]=[CH:15][C:14]=2[F:20])=[N:10][C:9]=1[CH2:21][OH:22])[C:2]1[CH:7]=[CH:6][CH:5]=[CH:4][CH:3]=1.CC(OI1(OC(C)=O)(OC(C)=O)OC(=O)C2C=CC=CC1=2)=O.C([O-])(O)=O.[Na+].[O-]S([O-])(=S)=O.[Na+].[Na+]. The catalyst is ClCCl. The product is [CH2:1]([C:8]1[O:12][C:11]([C:13]2[CH:18]=[C:17]([F:19])[CH:16]=[CH:15][C:14]=2[F:20])=[N:10][C:9]=1[CH:21]=[O:22])[C:2]1[CH:3]=[CH:4][CH:5]=[CH:6][CH:7]=1. The yield is 0.940. (2) The yield is 0.980. The product is [NH:1]1[C:2]2[CH:7]=[CH:6][CH:5]=[CH:4][C:3]=2[N:8]=[N:9]1. The reactants are [NH2:1][C:2]1[CH:7]=[CH:6][CH:5]=[CH:4][C:3]=1[NH2:8].[N:9]([O-])=O.[Na+].OS(O)(=O)=O. The catalyst is S([O-])([O-])(=O)=O.[NH+]1NN=C2C=CC=CC=12.[NH+]1NN=C2C=CC=CC=12.O. (3) The reactants are [C:1]([O:12][CH3:13])(=[O:11])[C:2]1[CH:10]=[CH:9][C:7]([OH:8])=[C:4]([O:5][CH3:6])[CH:3]=1.C(=O)([O-])[O-].[K+].[K+].[CH2:20](Br)[C:21]1[CH:26]=[CH:25][CH:24]=[CH:23][CH:22]=1.O. The catalyst is CN(C)C=O. The product is [CH2:20]([O:8][C:7]1[CH:9]=[CH:10][C:2]([C:1]([O:12][CH3:13])=[O:11])=[CH:3][C:4]=1[O:5][CH3:6])[C:21]1[CH:26]=[CH:25][CH:24]=[CH:23][CH:22]=1. The yield is 0.990. (4) The reactants are [H-].[Na+].[CH:3]1([OH:8])[CH2:7][CH2:6][CH2:5][CH2:4]1.[Cl:9][C:10]1[CH:11]=[C:12]2[C:21](=[C:22]3[C:27]=1[CH:26]=[CH:25][CH:24]=[N:23]3)[NH:20][S:19](=[O:29])(=[O:28])[C:18]1[C:13]2=[CH:14][C:15](F)=[CH:16][CH:17]=1.OS([O-])(=O)=O.[K+]. The catalyst is CN1C(=O)CCC1. The product is [Cl:9][C:10]1[CH:11]=[C:12]2[C:21](=[C:22]3[C:27]=1[CH:26]=[CH:25][CH:24]=[N:23]3)[NH:20][S:19](=[O:29])(=[O:28])[C:18]1[C:13]2=[CH:14][C:15]([O:8][CH:3]2[CH2:7][CH2:6][CH2:5][CH2:4]2)=[CH:16][CH:17]=1. The yield is 0.200. (5) The reactants are [F:1][C:2]1[CH:3]=[C:4]([C:9]#[C:10][C:11]2[CH:12]=[C:13]3[C:19]([NH:20][C:21](=[O:42])[C:22]4[CH:27]=[CH:26][C:25]([N:28]5[CH2:33][CH2:32][N:31]([CH3:34])[CH2:30][CH2:29]5)=[CH:24][C:23]=4[NH:35][CH:36]4[CH2:41][CH2:40][O:39][CH2:38][CH2:37]4)=[N:18][NH:17][C:14]3=[N:15][CH:16]=2)[CH:5]=[C:6]([F:8])[CH:7]=1. The catalyst is O1CCCC1.CO.[Pd]. The product is [F:1][C:2]1[CH:3]=[C:4]([CH:5]=[C:6]([F:8])[CH:7]=1)[CH2:9][CH2:10][C:11]1[CH:12]=[C:13]2[C:19]([NH:20][C:21](=[O:42])[C:22]3[CH:27]=[CH:26][C:25]([N:28]4[CH2:33][CH2:32][N:31]([CH3:34])[CH2:30][CH2:29]4)=[CH:24][C:23]=3[NH:35][CH:36]3[CH2:37][CH2:38][O:39][CH2:40][CH2:41]3)=[N:18][NH:17][C:14]2=[N:15][CH:16]=1. The yield is 0.600. (6) The reactants are [NH2:1][C:2]1[N:7]=[CH:6][C:5]([NH:8][C:9](=[O:25])[C:10]2[C:15]([F:16])=[CH:14][CH:13]=[C:12]([NH:17][S:18]([CH2:21][CH2:22][CH3:23])(=[O:20])=[O:19])[C:11]=2[F:24])=[CH:4][C:3]=1Br.[Na+].[CH3:28][S:29]([O-:31])=[O:30].[OH-].[Na+].N1CCC[C@H]1C(O)=O. The catalyst is C(OCC)(=O)C.CS(C)=O. The product is [NH2:1][C:2]1[N:7]=[CH:6][C:5]([NH:8][C:9](=[O:25])[C:10]2[C:15]([F:16])=[CH:14][CH:13]=[C:12]([NH:17][S:18]([CH2:21][CH2:22][CH3:23])(=[O:20])=[O:19])[C:11]=2[F:24])=[CH:4][C:3]=1[S:29]([CH3:28])(=[O:31])=[O:30]. The yield is 0.120. (7) The reactants are [CH3:1][O:2][C:3]1[CH:8]=[CH:7][C:6]([NH:9][C:10](=[O:12])[CH3:11])=[CH:5][C:4]=1[C:13]1[N:14]([CH3:18])[N:15]=[CH:16][CH:17]=1.[Br:19]N1C(=O)CCC1=O.O. The catalyst is CN(C)C(=O)C. The product is [Br:19][C:17]1[CH:16]=[N:15][N:14]([CH3:18])[C:13]=1[C:4]1[CH:5]=[C:6]([NH:9][C:10](=[O:12])[CH3:11])[CH:7]=[CH:8][C:3]=1[O:2][CH3:1]. The yield is 0.961.